This data is from Full USPTO retrosynthesis dataset with 1.9M reactions from patents (1976-2016). The task is: Predict the reactants needed to synthesize the given product. (1) Given the product [Cl:1][C:2]1[N:7]=[CH:6][C:5]([C:8]2([C:9]#[N:10])[CH2:13][CH2:12]2)=[CH:4][CH:3]=1, predict the reactants needed to synthesize it. The reactants are: [Cl:1][C:2]1[N:7]=[CH:6][C:5]([CH2:8][C:9]#[N:10])=[CH:4][CH:3]=1.Br[CH2:12][CH2:13]Br. (2) Given the product [S:18]1[C:13]2[CH:14]=[CH:15][CH:16]=[CH:17][C:12]=2[NH:11][CH2:9][CH2:8]1, predict the reactants needed to synthesize it. The reactants are: C(=O)([O-])[O-].[K+].[K+].Br[CH2:8][CH2:9]Br.[NH2:11][C:12]1[CH:17]=[CH:16][CH:15]=[CH:14][C:13]=1[SH:18]. (3) Given the product [CH2:3]([O:5][C:6]1[CH:7]=[C:8]([CH:13]=[CH:14][C:15]=1[C:16]1[CH:17]=[N:18][N:19]([CH3:21])[CH:20]=1)[C:9]([OH:11])=[O:10])[CH3:4], predict the reactants needed to synthesize it. The reactants are: [OH-].[Na+].[CH2:3]([O:5][C:6]1[CH:7]=[C:8]([CH:13]=[CH:14][C:15]=1[C:16]1[CH:17]=[N:18][N:19]([CH3:21])[CH:20]=1)[C:9]([O:11]C)=[O:10])[CH3:4].O.Cl. (4) The reactants are: [OH-].[Na+].C[O:4][C:5](=[O:42])[CH2:6][C:7]1[CH:8]=[C:9]([C:15]2[CH:20]=[CH:19][C:18]([C:21]([CH2:39][CH3:40])([C:24]3[CH:29]=[CH:28][C:27](/[CH:30]=[CH:31]/[C:32]([CH2:36][CH3:37])([OH:35])[CH2:33][CH3:34])=[C:26]([CH3:38])[CH:25]=3)[CH2:22][CH3:23])=[CH:17][C:16]=2[CH3:41])[CH:10]=[CH:11][C:12]=1[O:13][CH3:14].[Cl-].[NH4+]. Given the product [CH2:22]([C:21]([C:18]1[CH:19]=[CH:20][C:15]([C:9]2[CH:10]=[CH:11][C:12]([O:13][CH3:14])=[C:7]([CH2:6][C:5]([OH:42])=[O:4])[CH:8]=2)=[C:16]([CH3:41])[CH:17]=1)([C:24]1[CH:29]=[CH:28][C:27](/[CH:30]=[CH:31]/[C:32]([CH2:33][CH3:34])([OH:35])[CH2:36][CH3:37])=[C:26]([CH3:38])[CH:25]=1)[CH2:39][CH3:40])[CH3:23], predict the reactants needed to synthesize it. (5) The reactants are: [NH2:1][C@@H:2]([C@@H:38]([C:45]1[CH:50]=[CH:49][C:48]([O:51][CH3:52])=[C:47]([Cl:53])[CH:46]=1)[C:39]1[CH:44]=[CH:43][CH:42]=[CH:41][CH:40]=1)[C:3]([NH:5][C:6]1[CH:36]=[CH:35][CH:34]=[C:33]([F:37])[C:7]=1[CH2:8][CH2:9][C@H:10]1[O:15][CH2:14][C@@H:13]([CH2:16][O:17][C:18](=[O:25])[NH:19][CH2:20][C:21]([F:24])([F:23])[F:22])[N:12]([C:26]([O:28][C:29]([CH3:32])([CH3:31])[CH3:30])=[O:27])[CH2:11]1)=[O:4].C(N(CC)CC)C.Cl[C:62]([O:64][CH3:65])=[O:63]. Given the product [Cl:53][C:47]1[CH:46]=[C:45]([C@@H:38]([C:39]2[CH:40]=[CH:41][CH:42]=[CH:43][CH:44]=2)[C@H:2]([NH:1][C:62]([O:64][CH3:65])=[O:63])[C:3]([NH:5][C:6]2[CH:36]=[CH:35][CH:34]=[C:33]([F:37])[C:7]=2[CH2:8][CH2:9][C@H:10]2[O:15][CH2:14][C@@H:13]([CH2:16][O:17][C:18](=[O:25])[NH:19][CH2:20][C:21]([F:24])([F:23])[F:22])[N:12]([C:26]([O:28][C:29]([CH3:31])([CH3:32])[CH3:30])=[O:27])[CH2:11]2)=[O:4])[CH:50]=[CH:49][C:48]=1[O:51][CH3:52], predict the reactants needed to synthesize it.